Task: Binary Classification. Given a drug SMILES string, predict its activity (active/inactive) in a high-throughput screening assay against a specified biological target.. Dataset: Orexin1 receptor HTS with 218,158 compounds and 233 confirmed actives (1) The drug is S(=O)(=O)(N1CCc2c1cccc2)c1cc(ccc1)C(=O)NCc1ccc(S(=O)(=O)N)cc1. The result is 0 (inactive). (2) The molecule is S=C(N1CCCc2c1cccc2)NC(=O)c1ccc([N+]([O-])=O)cc1. The result is 0 (inactive). (3) The molecule is O(C(=O)C1CCN(CC1)C(=O)CCCOc1ccccc1)C. The result is 0 (inactive). (4) The drug is o1c2c(c(c1C(OCC(=O)NC(=O)NC(C)C)=O)C)cc(OC)cc2. The result is 0 (inactive).